Dataset: Full USPTO retrosynthesis dataset with 1.9M reactions from patents (1976-2016). Task: Predict the reactants needed to synthesize the given product. Given the product [CH2:13]([O:20][C:13]([CH:14]1[CH2:19][C:11](=[CH2:12])[CH2:15]1)=[O:20])[C:14]1[CH:19]=[CH:18][CH:17]=[CH:16][CH:15]=1, predict the reactants needed to synthesize it. The reactants are: C(N1[CH:12]=[CH:11]N=C1)(N1C=CN=C1)=O.[CH2:13]([OH:20])[C:14]1[CH:19]=[CH:18][CH:17]=[CH:16][CH:15]=1.